From a dataset of Full USPTO retrosynthesis dataset with 1.9M reactions from patents (1976-2016). Predict the reactants needed to synthesize the given product. (1) Given the product [CH:4]([C:6]1[C:11]2[CH:12]=[C:13]([C:15]([OH:17])=[O:16])[O:14][C:10]=2[CH:9]=[CH:8][C:7]=1[OH:20])=[O:5], predict the reactants needed to synthesize it. The reactants are: O[Li].O.[CH:4]([C:6]1[C:11]2[CH:12]=[C:13]([C:15]([O:17]CC)=[O:16])[O:14][C:10]=2[CH:9]=[CH:8][C:7]=1[OH:20])=[O:5]. (2) Given the product [CH3:26][O:25][C:22]1[CH:23]=[C:24]2[C:19](=[CH:20][C:21]=1[O:27][CH3:28])[N:18]=[CH:17][N:16]=[C:15]2[N:10]1[CH2:11][CH2:12][S:13][CH:8]([C:5]2[CH:4]=[CH:3][C:2]([Cl:1])=[CH:7][CH:6]=2)[CH2:9]1, predict the reactants needed to synthesize it. The reactants are: [Cl:1][C:2]1[CH:7]=[CH:6][C:5]([CH:8]2[S:13][CH2:12][CH2:11][NH:10][CH2:9]2)=[CH:4][CH:3]=1.Cl[C:15]1[C:24]2[C:19](=[CH:20][C:21]([O:27][CH3:28])=[C:22]([O:25][CH3:26])[CH:23]=2)[N:18]=[CH:17][N:16]=1. (3) Given the product [C:12]1([C:11]#[C:10][C:8]2[CH:7]=[CH:6][C:5]([O:18][CH2:19][CH2:20][CH3:21])=[C:4]([CH:9]=2)[C:3]([OH:22])=[O:2])[CH:13]=[CH:14][CH:15]=[CH:16][CH:17]=1, predict the reactants needed to synthesize it. The reactants are: C[O:2][C:3](=[O:22])[C:4]1[CH:9]=[C:8]([C:10]#[C:11][C:12]2[CH:17]=[CH:16][CH:15]=[CH:14][CH:13]=2)[CH:7]=[CH:6][C:5]=1[O:18][CH2:19][CH2:20][CH3:21]. (4) The reactants are: [OH:1][C:2]1[C:10]([OH:11])=[CH:9][CH:8]=[CH:7][C:3]=1[C:4]([OH:6])=[O:5].S(=O)(=O)(O)O.[CH2:17](O)[CH3:18]. Given the product [OH:1][C:2]1[C:10]([OH:11])=[CH:9][CH:8]=[CH:7][C:3]=1[C:4]([O:6][CH2:17][CH3:18])=[O:5], predict the reactants needed to synthesize it.